Dataset: Forward reaction prediction with 1.9M reactions from USPTO patents (1976-2016). Task: Predict the product of the given reaction. (1) The product is: [CH3:1][O:2][C:3](=[O:19])[C:4]1[CH:9]=[CH:8][C:7]([CH2:10][Br:23])=[CH:6][C:5]=1[C:12]1[CH:17]=[CH:16][CH:15]=[CH:14][C:13]=1[CH3:18]. Given the reactants [CH3:1][O:2][C:3](=[O:19])[C:4]1[CH:9]=[CH:8][C:7]([CH2:10]O)=[CH:6][C:5]=1[C:12]1[CH:17]=[CH:16][CH:15]=[CH:14][C:13]=1[CH3:18].[Br-].[Li+].P(Br)(Br)[Br:23], predict the reaction product. (2) Given the reactants [CH:1]1([CH2:4][O:5][C:6]2[CH:7]=[CH:8][C:9]3[O:13][C:12]([C:14](=[O:18])[CH:15]([CH3:17])[CH3:16])=[C:11]([CH3:19])[C:10]=3[CH:20]=2)[CH2:3][CH2:2]1.[BH4-].[Na+].O, predict the reaction product. The product is: [CH:1]1([CH2:4][O:5][C:6]2[CH:7]=[CH:8][C:9]3[O:13][C:12]([CH:14]([OH:18])[CH:15]([CH3:16])[CH3:17])=[C:11]([CH3:19])[C:10]=3[CH:20]=2)[CH2:2][CH2:3]1. (3) Given the reactants [Cl:1][C:2]1[CH:8]=[CH:7][C:5]([NH2:6])=[CH:4][C:3]=1[C:9]1[CH:14]=[CH:13][CH:12]=[CH:11][N:10]=1.[OH:15][C@@H:16]([CH3:30])[CH2:17][S:18]([C:21]1[CH:29]=[CH:28][C:24]([C:25](O)=[O:26])=[CH:23][CH:22]=1)(=[O:20])=[O:19], predict the reaction product. The product is: [Cl:1][C:2]1[CH:8]=[CH:7][C:5]([NH:6][C:25](=[O:26])[C:24]2[CH:23]=[CH:22][C:21]([S:18]([CH2:17][C@@H:16]([OH:15])[CH3:30])(=[O:20])=[O:19])=[CH:29][CH:28]=2)=[CH:4][C:3]=1[C:9]1[CH:14]=[CH:13][CH:12]=[CH:11][N:10]=1. (4) Given the reactants CO[C:3]1[C:12]2=[CH:13][N:14]([C@@H:16]3[O:22][C@H:21]([CH2:23][OH:24])[C@@H:19]([OH:20])[C@@:17]3([CH3:25])[OH:18])[N:15]=[C:10]3[C:11]2=[C:5]([C:6](=[O:26])[NH:7][N:8]=[CH:9]3)[N:4]=1.[NH3:27], predict the reaction product. The product is: [NH2:27][C:3]1[C:12]2=[CH:13][N:14]([C@@H:16]3[O:22][C@H:21]([CH2:23][OH:24])[C@@H:19]([OH:20])[C@@:17]3([CH3:25])[OH:18])[N:15]=[C:10]3[C:11]2=[C:5]([C:6](=[O:26])[NH:7][N:8]=[CH:9]3)[N:4]=1. (5) The product is: [CH2:17]([NH:16][C:15](=[O:19])[NH:14][C:12]1[CH:13]=[C:8]([NH:1][C:2]2[CH:7]=[CH:6][CH:5]=[CH:4][CH:3]=2)[C:9]([C:20]([NH2:26])=[O:22])=[CH:10][N:11]=1)[CH3:18]. Given the reactants [NH:1]([C:8]1[CH:13]=[C:12]([NH:14][C:15](=[O:19])[NH:16][CH2:17][CH3:18])[N:11]=[CH:10][C:9]=1[C:20]([OH:22])=O)[C:2]1[CH:7]=[CH:6][CH:5]=[CH:4][CH:3]=1.C([N:26](CC)C(C)C)(C)C.F[P-](F)(F)(F)(F)F.N1(OC(=[N+](C)C)N(C)C)C2C=CC=CC=2N=N1.N, predict the reaction product. (6) Given the reactants [Cl:1][C:2]1[CH:7]=[CH:6][C:5]([C:8]2[N:13]=[C:12]([C:14]#[N:15])[CH:11]=[C:10]([C:16]([F:19])([F:18])[F:17])[CH:9]=2)=[CH:4][CH:3]=1.Cl.[NH2:21][OH:22].C(=O)([O-])[O-].[Na+].[Na+], predict the reaction product. The product is: [Cl:1][C:2]1[CH:3]=[CH:4][C:5]([C:8]2[N:13]=[C:12]([C:14]([NH:21][OH:22])=[NH:15])[CH:11]=[C:10]([C:16]([F:19])([F:17])[F:18])[CH:9]=2)=[CH:6][CH:7]=1. (7) The product is: [CH3:1][C:2]1[CH:7]=[CH:6][C:5]([C:8]2[CH:13]=[CH:12][CH:11]=[CH:10][CH:9]=2)=[CH:4][C:3]=1[NH:14][C:37](=[O:38])[C:36]1[CH:35]=[CH:34][C:33]([O:32][CH2:31][C:26]2[CH:27]=[CH:28][CH:29]=[CH:30][N:25]=2)=[CH:41][CH:40]=1. Given the reactants [CH3:1][C:2]1[CH:7]=[CH:6][C:5]([C:8]2[CH:13]=[CH:12][CH:11]=[CH:10][CH:9]=2)=[CH:4][C:3]=1[NH2:14].CCN(C(C)C)C(C)C.Cl.[N:25]1[CH:30]=[CH:29][CH:28]=[CH:27][C:26]=1[CH2:31][O:32][C:33]1[CH:41]=[CH:40][C:36]([C:37](Cl)=[O:38])=[CH:35][CH:34]=1.[OH-].[Na+], predict the reaction product.